From a dataset of Catalyst prediction with 721,799 reactions and 888 catalyst types from USPTO. Predict which catalyst facilitates the given reaction. (1) Reactant: C1(P(C2C=CC=CC=2)C2C=CC=CC=2)C=CC=CC=1.N(C(OCC)=O)=NC(OCC)=O.[OH:32][CH2:33][C@H:34]1[N:38]([CH3:39])[C:37](=[O:40])[CH2:36][CH2:35]1.O[C:42]1[CH:43]=[N:44][CH:45]=[CH:46][CH:47]=1. Product: [CH3:39][N:38]1[C@H:34]([CH2:33][O:32][C:42]2[CH:43]=[N:44][CH:45]=[CH:46][CH:47]=2)[CH2:35][CH2:36][C:37]1=[O:40]. The catalyst class is: 7. (2) Reactant: [CH3:1][N:2]([CH2:23]C1C=CC(C#N)=CC=1)[C:3]1C=C[C:6]2[C:7]([CH2:10][CH2:11][CH:12]3[CH2:17][CH2:16][NH:15][CH2:14][CH2:13]3)=[N:8][O:9][C:5]=2[C:4]=1/[CH:20]=[CH:21]/[CH3:22].C[N:33]([CH2:54][C:55]1[CH:62]=[CH:61][C:58]([C:59]#[N:60])=[CH:57][CH:56]=1)[C:34]1C=[CH:49][C:37]2C(CCC3CCNCC3)=N[O:40][C:36]=2C=1/C=C\C.C(N(CC)C(C)C)(C)C.Br[CH2:73][CH:74]1[O:78][CH2:77][CH2:76][O:75]1.[I-].[Na+].[C:81](=[O:84])([OH:83])[O-].[Na+]. The catalyst class is: 9. Product: [C:5]([OH:9])(=[O:40])/[CH:6]=[CH:73]/[C:74]([OH:75])=[O:78].[C:36]([OH:9])(=[O:40])/[CH:37]=[CH:49]/[C:81]([OH:83])=[O:84].[CH3:23][N:2]([CH2:3][C:4]1[C:5]2[O:9][N:8]=[C:7]([CH2:10][CH2:11][CH:12]3[CH2:13][CH2:14][N:15]([CH2:73][CH:74]4[O:78][CH2:77][CH2:76][O:75]4)[CH2:16][CH2:17]3)[C:6]=2[CH:22]=[CH:21][C:20]=1[CH2:34][NH:33][CH2:54][C:55]1[CH:56]=[CH:57][C:58]([C:59]#[N:60])=[CH:61][CH:62]=1)[CH3:1]. (3) Reactant: [Cl-].[CH2:2]([O:4][CH:5]([P+](C1C=CC=CC=1)(C1C=CC=CC=1)C1C=CC=CC=1)[C:6]([O:8][CH2:9][CH3:10])=[O:7])[CH3:3].C1CCN2C(=NCCC2)CC1.[CH2:41]([O:48][C:49]1[C:54]2[CH:55]=[CH:56][O:57][C:53]=2[C:52]([CH:58]=O)=[CH:51][CH:50]=1)[C:42]1[CH:47]=[CH:46][CH:45]=[CH:44][CH:43]=1. Product: [CH2:9]([O:8][C:6](=[O:7])/[C:5](/[O:4][CH2:2][CH3:3])=[CH:58]/[C:52]1[C:53]2[O:57][CH:56]=[CH:55][C:54]=2[C:49]([O:48][CH2:41][C:42]2[CH:43]=[CH:44][CH:45]=[CH:46][CH:47]=2)=[CH:50][CH:51]=1)[CH3:10]. The catalyst class is: 1.